This data is from Peptide-MHC class I binding affinity with 185,985 pairs from IEDB/IMGT. The task is: Regression. Given a peptide amino acid sequence and an MHC pseudo amino acid sequence, predict their binding affinity value. This is MHC class I binding data. (1) The peptide sequence is QLAKRSEIL. The MHC is HLA-A69:01 with pseudo-sequence HLA-A69:01. The binding affinity (normalized) is 0.0847. (2) The peptide sequence is FVNRYGVAY. The MHC is HLA-B58:01 with pseudo-sequence HLA-B58:01. The binding affinity (normalized) is 0.258. (3) The peptide sequence is FPVRPQVPLR. The MHC is HLA-A32:01 with pseudo-sequence HLA-A32:01. The binding affinity (normalized) is 0. (4) The peptide sequence is LRIVIYIVQM. The MHC is Mamu-B08 with pseudo-sequence Mamu-B08. The binding affinity (normalized) is 0.388. (5) The peptide sequence is LQAKSGSSL. The MHC is HLA-B15:01 with pseudo-sequence HLA-B15:01. The binding affinity (normalized) is 0.859. (6) The peptide sequence is ANFPGLAKV. The MHC is HLA-A11:01 with pseudo-sequence HLA-A11:01. The binding affinity (normalized) is 0.0556. (7) The peptide sequence is FPRYPLNVL. The binding affinity (normalized) is 0.0847. The MHC is HLA-B48:01 with pseudo-sequence HLA-B48:01. (8) The peptide sequence is CTFMIITSTK. The MHC is HLA-A68:01 with pseudo-sequence HLA-A68:01. The binding affinity (normalized) is 0.591.